Task: Binary Classification. Given two protein amino acid sequences, predict whether they physically interact or not.. Dataset: Human Reference Interactome with 51,813 positive PPI pairs across 8,248 proteins, plus equal number of experimentally-validated negative pairs (1) Protein 1 (ENSG00000140939) has sequence MGNAQERPSETIDRERKRLVETLQADSGLLLDALLARGVLTGPEYEALDALPDAERRVRRLLLLVQGKGEAACQELLRCAQRTAGAPDPAWDWQHVGPGYRDRSYDPPCPGHWTPEAPGSGTTCPGLPRASDPDEAGGPEGSEAVQSGTPEEPEPELEAEASKEAEPEPEPEPELEPEAEAEPEPELEPEPDPEPEPDFEERDESEDS*MPVLGKAGEERRATADAWGQKEEPEEETGQSVWRGRRTPSSPCWPPGPVLAEPSGGWDRAPTMGNAQERPSETIDRERKRLVETLQADSGL.... Protein 2 (ENSG00000198546) has sequence MQLPPALCARLAAGPGAAEPLPVERDPAAGAAPFRFVARPVRFPREHQFFEDGDVQRHLYLQDVIMQVADVPEKPRVPAFACQVAGCCQVFDALDDYEHHYHTLHGNVCSFCKRAFPSGHLLDAHILEWHDSLFQILSERQDMYQCLVEGCTEKFKTSRDRKDHMVRMHLYPADFRFDKPKKSRSPASAEAPGDSGERSEGEAMEICSEPVAASPAPAGERRIYRHRSVSELFLKPVLNMCSVLRILGCTWAAALLILNSER*MQLPPALCARLAAGPGAAEPLPVERDPAAGAAPFRFV.... Result: 0 (the proteins do not interact). (2) Protein 1 (ENSG00000171314) has sequence MAAYKLVLIRHGESAWNLENRFSGWYDADLSPAGHEEAKRGGQALRDAGYEFDICFTSVQKRAIRTLWTVLDAIDQMWLPVVRTWRLNERHYGGLTGLNKAETAAKHGEAQVKIWRRSYDVPPPPMEPDHPFYSNISKDRRYADLTEDQLPSCESLKDTIARALPFWNEEIVPQIKEGKRVLIAAHGNSLRGIVKHLEGLSEEAIMELNLPTGIPIVYELDKNLKPIKPMQFLGDEETVRKAMEAVAAQGKAKK*. Protein 2 (ENSG00000125903) has sequence MKLLFPIFASLMLQYQVNTEFIGLRRCLMGLGRCRDHCNVDEKEIQKCKMKKCCVGPKVVKLIKNYLQYGTPNVLNEDVQEMLKPAKNSSAVIQRKHILSVLPQIKSTSFFANTNFVIIPNATPMNSATISTMTPGQITYTATSTKSNTKESRDSATASPPPAPPPPNILPTPSLELEEAEEQ*. Result: 0 (the proteins do not interact).